This data is from Full USPTO retrosynthesis dataset with 1.9M reactions from patents (1976-2016). The task is: Predict the reactants needed to synthesize the given product. (1) Given the product [Cl:32][C:22]1[CH:21]=[C:20]([C@@:13]2([CH3:19])[C:14]([CH:16]([CH3:18])[CH3:17])=[CH:15][N:10]([C:7]3[CH:8]=[CH:9][C:4]([C:3]([OH:36])=[O:2])=[C:5]([O:34][CH3:35])[CH:6]=3)[C:11](=[O:33])[NH:12]2)[CH:25]=[CH:24][C:23]=1[CH2:26][CH2:27][C:28]([CH3:30])([CH3:31])[CH3:29], predict the reactants needed to synthesize it. The reactants are: C[O:2][C:3](=[O:36])[C:4]1[CH:9]=[CH:8][C:7]([N:10]2[CH:15]=[C:14]([CH:16]([CH3:18])[CH3:17])[C@@:13]([C:20]3[CH:25]=[CH:24][C:23]([CH2:26][CH2:27][C:28]([CH3:31])([CH3:30])[CH3:29])=[C:22]([Cl:32])[CH:21]=3)([CH3:19])[NH:12][C:11]2=[O:33])=[CH:6][C:5]=1[O:34][CH3:35].CO.[OH-].[Na+]. (2) Given the product [N:27]1([C:8]2[CH:9]=[C:10]3[C:16](/[CH:17]=[C:18]4/[C:19](=[O:24])[NH:20][C:21](=[S:23])[NH:22]/4)=[CH:15][NH:14][C:11]3=[N:12][CH:13]=2)[CH2:28][CH2:29][O:31][CH2:33][CH2:26]1, predict the reactants needed to synthesize it. The reactants are: C([C:8]1[CH:9]=[C:10]2[C:16](/[CH:17]=[C:18]3/[C:19](=[O:24])[NH:20][C:21](=[S:23])[NH:22]/3)=[CH:15][NH:14][C:11]2=[N:12][CH:13]=1)C1C=CC=CC=1.S=[C:26]1N[C:29](=[O:31])[CH2:28][NH:27]1.N1CCCC[CH2:33]1. (3) Given the product [C:23]1([C:10]([C:11]2[CH:12]=[CH:13][CH:14]=[CH:15][CH:16]=2)([C:17]2[CH:18]=[CH:19][CH:20]=[CH:21][CH:22]=2)[N:7]2[C:6]3[CH:29]=[C:2]([C:33]4[CH:32]=[C:31]([OH:30])[CH:36]=[CH:35][CH:34]=4)[CH:3]=[CH:4][C:5]=3[N:9]=[CH:8]2)[CH:28]=[CH:27][CH:26]=[CH:25][CH:24]=1, predict the reactants needed to synthesize it. The reactants are: Br[C:2]1[CH:3]=[CH:4][C:5]2[N:9]=[CH:8][N:7]([C:10]([C:23]3[CH:28]=[CH:27][CH:26]=[CH:25][CH:24]=3)([C:17]3[CH:22]=[CH:21][CH:20]=[CH:19][CH:18]=3)[C:11]3[CH:16]=[CH:15][CH:14]=[CH:13][CH:12]=3)[C:6]=2[CH:29]=1.[OH:30][C:31]1[CH:32]=[C:33](B(O)O)[CH:34]=[CH:35][CH:36]=1.C(=O)([O-])[O-].[K+].[K+]. (4) Given the product [F:1][C:2]1[C:7]([F:8])=[C:6]([OH:9])[CH:5]=[CH:4][C:3]=1[C:11]1[C:12]([CH3:18])([CH3:17])[C:13](=[O:16])[NH:14][N:15]=1, predict the reactants needed to synthesize it. The reactants are: [F:1][C:2]1[C:7]([F:8])=[C:6]([O:9]C)[CH:5]=[CH:4][C:3]=1[C:11]1[C:12]([CH3:18])([CH3:17])[C:13](=[O:16])[NH:14][N:15]=1.[Cl-].[Al+3].[Cl-].[Cl-]. (5) The reactants are: COC1C=C(C(C2N3C(C=CC=C3)=C(OC)C=2C)=O)C=CC=1NCC(O)=O.[CH3:28][O:29][C:30]1[CH:42]=[C:41]([C:43]([C:45]2[N:53]3[C:48]([CH:49]=[CH:50][CH:51]=[CH:52]3)=[C:47]([O:54][CH3:55])[C:46]=2[C:56]2[CH:61]=[CH:60][CH:59]=[CH:58][CH:57]=2)=[O:44])[CH:40]=[CH:39][C:31]=1[NH:32][CH2:33][C:34]([O:36]CC)=[O:35].[OH-].[Na+]. Given the product [CH3:28][O:29][C:30]1[CH:42]=[C:41]([C:43]([C:45]2[N:53]3[C:48]([CH:49]=[CH:50][CH:51]=[CH:52]3)=[C:47]([O:54][CH3:55])[C:46]=2[C:56]2[CH:61]=[CH:60][CH:59]=[CH:58][CH:57]=2)=[O:44])[CH:40]=[CH:39][C:31]=1[NH:32][CH2:33][C:34]([OH:36])=[O:35], predict the reactants needed to synthesize it.